Dataset: Forward reaction prediction with 1.9M reactions from USPTO patents (1976-2016). Task: Predict the product of the given reaction. (1) Given the reactants Cl.[Cl:2][C:3]1[CH:19]=[CH:18][C:6]2[NH:7][C:8]([C:10]3([C:16]#[N:17])[CH2:15][CH2:14][NH:13][CH2:12][CH2:11]3)=[N:9][C:5]=2[CH:4]=1.Cl[C:21]1[N:29]=[CH:28][N:27]=[C:26]2[C:22]=1[NH:23][CH:24]=[N:25]2.C(N(CC)CC)C, predict the reaction product. The product is: [Cl:2][C:3]1[CH:19]=[CH:18][C:6]2[NH:7][C:8]([C:10]3([C:16]#[N:17])[CH2:15][CH2:14][N:13]([C:21]4[N:29]=[CH:28][N:27]=[C:26]5[C:22]=4[N:23]=[CH:24][NH:25]5)[CH2:12][CH2:11]3)=[N:9][C:5]=2[CH:4]=1. (2) Given the reactants [F:1][C:2]([F:34])([F:33])[C:3]1[CH:28]=[C:27]([C:29]([F:32])([F:31])[F:30])[CH:26]=[CH:25][C:4]=1[CH2:5][N:6]1[C:14]2[C:9](=[CH:10][C:11]([CH:15]=[C:16]3[S:20][C:19](SCC)=[N:18][C:17]3=[O:24])=[CH:12][CH:13]=2)[CH:8]=[N:7]1.[C:35]([NH:39][C:40]([C@@H:42]1[CH2:47][NH:46][CH2:45][CH2:44][NH:43]1)=[O:41])([CH3:38])([CH3:37])[CH3:36], predict the reaction product. The product is: [F:34][C:2]([F:1])([F:33])[C:3]1[CH:28]=[C:27]([C:29]([F:30])([F:32])[F:31])[CH:26]=[CH:25][C:4]=1[CH2:5][N:6]1[C:14]2[C:9](=[CH:10][C:11]([CH:15]=[C:16]3[S:20][C:19]([N:46]4[CH2:45][CH2:44][NH:43][C@H:42]([C:40]([NH:39][C:35]([CH3:38])([CH3:37])[CH3:36])=[O:41])[CH2:47]4)=[N:18][C:17]3=[O:24])=[CH:12][CH:13]=2)[CH:8]=[N:7]1. (3) Given the reactants [C:1]([O:5][C:6](=[O:18])[NH:7][CH:8]1[CH2:13][CH2:12][N:11]([CH2:14][CH:15](O)[CH3:16])[CH2:10][CH2:9]1)([CH3:4])([CH3:3])[CH3:2].CCN(S(F)(F)[F:25])CC, predict the reaction product. The product is: [C:1]([O:5][C:6](=[O:18])[NH:7][CH:8]1[CH2:13][CH2:12][N:11]([CH2:14][CH:15]([F:25])[CH3:16])[CH2:10][CH2:9]1)([CH3:4])([CH3:3])[CH3:2]. (4) Given the reactants [OH-:1].[Na+].Cl.[NH2:4]O.[CH2:6]([O:8][C:9](=[O:18])[C:10](=[O:17])[CH:11]([CH3:16])[C:12](=O)[CH2:13][CH3:14])[CH3:7], predict the reaction product. The product is: [CH2:6]([O:8][C:9](=[O:18])[C:10](=[O:17])[CH:11]([CH3:16])[C:12](=[N:4][OH:1])[CH2:13][CH3:14])[CH3:7]. (5) Given the reactants [C:1]1([S:7]([N:10]2[CH2:15][CH2:14][N:13]([C:16]([C:18]3[NH:19][C:20]4[C:25]([CH:26]=3)=[CH:24][C:23]([C:27]([N:29]3[CH2:34][CH2:33][N:32]([CH:35]([CH3:37])[CH3:36])[CH2:31][CH2:30]3)=[O:28])=[CH:22][CH:21]=4)=[O:17])[CH2:12][CH2:11]2)(=[O:9])=[O:8])[CH:6]=[CH:5][CH:4]=[CH:3][CH:2]=1.C(=O)([O-])[O-].[Cs+].[Cs+].CS(O[CH:49]([CH3:51])[CH3:50])(=O)=O.C(=O)(O)[O-].[Na+], predict the reaction product. The product is: [C:1]1([S:7]([N:10]2[CH2:11][CH2:12][N:13]([C:16]([C:18]3[N:19]([CH:49]([CH3:51])[CH3:50])[C:20]4[C:25]([CH:26]=3)=[CH:24][C:23]([C:27]([N:29]3[CH2:30][CH2:31][N:32]([CH:35]([CH3:37])[CH3:36])[CH2:33][CH2:34]3)=[O:28])=[CH:22][CH:21]=4)=[O:17])[CH2:14][CH2:15]2)(=[O:8])=[O:9])[CH:2]=[CH:3][CH:4]=[CH:5][CH:6]=1. (6) Given the reactants Br[CH2:2][C:3](Br)=[O:4].[CH2:6]([NH:8][CH2:9][CH3:10])[CH3:7].[NH2:11][C:12]1[C:13]([CH3:18])=[CH:14][CH:15]=[CH:16][CH:17]=1.[C:19]([C:23]1[CH:28]=[CH:27][C:26]([S:29](Cl)(=[O:31])=[O:30])=[CH:25][CH:24]=1)([CH3:22])([CH3:21])[CH3:20], predict the reaction product. The product is: [C:19]([C:23]1[CH:28]=[CH:27][C:26]([S:29]([N:11]([C:12]2[CH:17]=[CH:16][CH:15]=[CH:14][C:13]=2[CH3:18])[CH2:2][C:3]([N:8]([CH2:9][CH3:10])[CH2:6][CH3:7])=[O:4])(=[O:31])=[O:30])=[CH:25][CH:24]=1)([CH3:22])([CH3:20])[CH3:21].